This data is from Full USPTO retrosynthesis dataset with 1.9M reactions from patents (1976-2016). The task is: Predict the reactants needed to synthesize the given product. Given the product [C:13]([O:12][C:11]([NH:10][CH2:9][CH2:8][C:4]1[CH:5]=[N+:6]([O-:26])[CH:7]=[C:2]([Cl:1])[CH:3]=1)=[O:17])([CH3:14])([CH3:16])[CH3:15], predict the reactants needed to synthesize it. The reactants are: [Cl:1][C:2]1[CH:3]=[C:4]([CH2:8][CH2:9][NH:10][C:11](=[O:17])[O:12][C:13]([CH3:16])([CH3:15])[CH3:14])[CH:5]=[N:6][CH:7]=1.ClC1C=CC=C(C(OO)=[O:26])C=1.